The task is: Regression. Given two drug SMILES strings and cell line genomic features, predict the synergy score measuring deviation from expected non-interaction effect.. This data is from NCI-60 drug combinations with 297,098 pairs across 59 cell lines. (1) Drug 1: C1=C(C(=O)NC(=O)N1)F. Synergy scores: CSS=34.2, Synergy_ZIP=3.25, Synergy_Bliss=2.80, Synergy_Loewe=-10.1, Synergy_HSA=1.48. Cell line: OVCAR-8. Drug 2: C(CC(=O)O)C(=O)CN.Cl. (2) Drug 1: C1=C(C(=O)NC(=O)N1)F. Drug 2: CN(C(=O)NC(C=O)C(C(C(CO)O)O)O)N=O. Cell line: KM12. Synergy scores: CSS=5.94, Synergy_ZIP=-18.5, Synergy_Bliss=-36.6, Synergy_Loewe=-47.3, Synergy_HSA=-36.7. (3) Drug 1: CC1=C2C(C(=O)C3(C(CC4C(C3C(C(C2(C)C)(CC1OC(=O)C(C(C5=CC=CC=C5)NC(=O)OC(C)(C)C)O)O)OC(=O)C6=CC=CC=C6)(CO4)OC(=O)C)OC)C)OC. Drug 2: CC(CN1CC(=O)NC(=O)C1)N2CC(=O)NC(=O)C2. Cell line: A498. Synergy scores: CSS=44.1, Synergy_ZIP=-4.27, Synergy_Bliss=0.0806, Synergy_Loewe=4.28, Synergy_HSA=5.88. (4) Drug 1: CN(C)C1=NC(=NC(=N1)N(C)C)N(C)C. Drug 2: C1C(C(OC1N2C=NC(=NC2=O)N)CO)O. Cell line: SNB-75. Synergy scores: CSS=-7.57, Synergy_ZIP=2.81, Synergy_Bliss=-1.74, Synergy_Loewe=-6.80, Synergy_HSA=-6.32. (5) Drug 1: CCC1(CC2CC(C3=C(CCN(C2)C1)C4=CC=CC=C4N3)(C5=C(C=C6C(=C5)C78CCN9C7C(C=CC9)(C(C(C8N6C=O)(C(=O)OC)O)OC(=O)C)CC)OC)C(=O)OC)O.OS(=O)(=O)O. Drug 2: C1CC(C1)(C(=O)O)C(=O)O.[NH2-].[NH2-].[Pt+2]. Cell line: MALME-3M. Synergy scores: CSS=26.0, Synergy_ZIP=-3.21, Synergy_Bliss=-1.02, Synergy_Loewe=-1.58, Synergy_HSA=1.50. (6) Drug 2: CCCCCOC(=O)NC1=NC(=O)N(C=C1F)C2C(C(C(O2)C)O)O. Cell line: SK-MEL-2. Synergy scores: CSS=7.28, Synergy_ZIP=-5.82, Synergy_Bliss=-8.68, Synergy_Loewe=-38.0, Synergy_HSA=-8.00. Drug 1: COC1=C(C=C2C(=C1)N=CN=C2NC3=CC(=C(C=C3)F)Cl)OCCCN4CCOCC4.